Dataset: Peptide-MHC class II binding affinity with 134,281 pairs from IEDB. Task: Regression. Given a peptide amino acid sequence and an MHC pseudo amino acid sequence, predict their binding affinity value. This is MHC class II binding data. (1) The peptide sequence is LVGPTPINIIGRNLLTQIGC. The MHC is DRB1_1101 with pseudo-sequence DRB1_1101. The binding affinity (normalized) is 0.248. (2) The peptide sequence is FETNVSHNVQGATVA. The MHC is HLA-DQA10501-DQB10201 with pseudo-sequence HLA-DQA10501-DQB10201. The binding affinity (normalized) is 0.266. (3) The peptide sequence is YDKFLANVSTMLTGK. The MHC is DRB1_0701 with pseudo-sequence DRB1_0701. The binding affinity (normalized) is 0.696. (4) The peptide sequence is KMFLSEESERSTD. The MHC is DRB1_0101 with pseudo-sequence DRB1_0101. The binding affinity (normalized) is 0.372. (5) The peptide sequence is GSCWAFSGVAATESA. The MHC is DRB1_1201 with pseudo-sequence DRB1_1201. The binding affinity (normalized) is 0.0397. (6) The peptide sequence is AFALVLLFCALASSC. The MHC is HLA-DPA10103-DPB10301 with pseudo-sequence HLA-DPA10103-DPB10301. The binding affinity (normalized) is 0.147.